From a dataset of Full USPTO retrosynthesis dataset with 1.9M reactions from patents (1976-2016). Predict the reactants needed to synthesize the given product. (1) Given the product [NH2:1][C:2]1[C:10]2[C:9]([C:11]3[CH:16]=[CH:15][CH:14]=[C:13]([NH2:17])[CH:12]=3)=[N:8][C:7]([NH:20][CH:21]3[CH2:22][CH2:23]3)=[N:6][C:5]=2[S:4][C:3]=1[C:24]([NH2:26])=[O:25], predict the reactants needed to synthesize it. The reactants are: [NH2:1][C:2]1[C:10]2[C:9]([C:11]3[CH:16]=[CH:15][CH:14]=[C:13]([N+:17]([O-])=O)[CH:12]=3)=[N:8][C:7]([NH:20][CH:21]3[CH2:23][CH2:22]3)=[N:6][C:5]=2[S:4][C:3]=1[C:24]([NH2:26])=[O:25].CCOC(C)=O.[H][H]. (2) Given the product [F:1][C:2]1[C:3]([C:32]([F:35])([F:33])[F:34])=[C:4]([C:8]([N:10]2[CH2:11][CH2:12][N:13]([C:16]3[S:17][C:18]([C:21]4[N:22]=[N:23][N:24]([CH2:26][C:27]([OH:29])=[O:28])[N:25]=4)=[CH:19][N:20]=3)[CH2:14][CH2:15]2)=[O:9])[CH:5]=[CH:6][CH:7]=1, predict the reactants needed to synthesize it. The reactants are: [F:1][C:2]1[C:3]([C:32]([F:35])([F:34])[F:33])=[C:4]([C:8]([N:10]2[CH2:15][CH2:14][N:13]([C:16]3[S:17][C:18]([C:21]4[N:22]=[N:23][N:24]([CH2:26][C:27]([O:29]CC)=[O:28])[N:25]=4)=[CH:19][N:20]=3)[CH2:12][CH2:11]2)=[O:9])[CH:5]=[CH:6][CH:7]=1.[Li+].[OH-]. (3) The reactants are: C([O:3][C:4]([C:6]1[O:10][CH:9]=[N:8][C:7]=1[CH2:11][CH3:12])=[O:5])C.[OH-].[Na+].C(O)C. Given the product [CH2:11]([C:7]1[N:8]=[CH:9][O:10][C:6]=1[C:4]([OH:5])=[O:3])[CH3:12], predict the reactants needed to synthesize it. (4) Given the product [Cl:1][C:2]1[N:7]=[C:6]2[C:5]([N:20]=[CH:21][N:8]2[C:9]2[CH:14]=[CH:13][C:12]([O:15][C:16]([F:17])([F:18])[F:19])=[CH:11][CH:10]=2)=[CH:4][N:3]=1, predict the reactants needed to synthesize it. The reactants are: [Cl:1][C:2]1[N:7]=[C:6]([NH:8][C:9]2[CH:14]=[CH:13][C:12]([O:15][C:16]([F:19])([F:18])[F:17])=[CH:11][CH:10]=2)[C:5]([NH2:20])=[CH:4][N:3]=1.[CH:21](O)=O. (5) Given the product [CH3:15][O:1][C:2]1[C:12]2=[C:13]3[C:5]([CH:6]=[CH:7][CH:8]=[C:9]3[CH2:10][C:11]2=[O:14])=[CH:4][CH:3]=1, predict the reactants needed to synthesize it. The reactants are: [OH:1][C:2]1[C:12]2=[C:13]3[C:5]([CH:6]=[CH:7][CH:8]=[C:9]3[CH2:10][C:11]2=[O:14])=[CH:4][CH:3]=1.[C:15](=O)([O-])[O-].[K+].[K+].CI. (6) Given the product [Cl:14][CH2:10][C:2]1[S:1][C:9]2[C:4](=[N:5][CH:6]=[CH:7][CH:8]=2)[CH:3]=1, predict the reactants needed to synthesize it. The reactants are: [S:1]1[C:9]2[C:4](=[N:5][CH:6]=[CH:7][CH:8]=2)[CH:3]=[C:2]1[CH2:10]O.O=S(Cl)[Cl:14]. (7) The reactants are: [CH3:1][O:2][C:3]1[CH:8]=[CH:7][C:6]([C:9]([C:25]2[CH:30]=[CH:29][C:28]([O:31][CH3:32])=[CH:27][CH:26]=2)([C:17]2[CH:22]=[CH:21][C:20]([O:23][CH3:24])=[CH:19][CH:18]=2)[C:10]2[CH:15]=[CH:14][C:13](O)=[CH:12][CH:11]=2)=[CH:5][CH:4]=1.C1(P(C2C=CC=CC=2)C2C=CC=CC=2)C=CC=CC=1.[C:52]([O:56][CH2:57][CH2:58][OH:59])(=[O:55])[CH:53]=[CH2:54].N(C(OCC)=O)=NC(OCC)=O. Given the product [C:52]([O:56][CH2:57][CH2:58][O:59][C:13]1[CH:12]=[CH:11][C:10]([C:9]([C:6]2[CH:7]=[CH:8][C:3]([O:2][CH3:1])=[CH:4][CH:5]=2)([C:17]2[CH:22]=[CH:21][C:20]([O:23][CH3:24])=[CH:19][CH:18]=2)[C:25]2[CH:26]=[CH:27][C:28]([O:31][CH3:32])=[CH:29][CH:30]=2)=[CH:15][CH:14]=1)(=[O:55])[CH:53]=[CH2:54], predict the reactants needed to synthesize it. (8) The reactants are: Cl[C:2]1[N:10]=[C:9]([CH3:11])[N:8]=[C:7]2[C:3]=1[N:4]=[CH:5][N:6]2[CH:12]1[CH2:17][CH2:16][CH2:15][CH2:14][O:13]1.[Cl:18][C:19]1[C:28](B(O)O)=[CH:27][C:26]2[C:21](=[CH:22][CH:23]=[CH:24][CH:25]=2)[N:20]=1. Given the product [Cl:18][C:19]1[C:28]([C:2]2[N:10]=[C:9]([CH3:11])[N:8]=[C:7]3[C:3]=2[N:4]=[CH:5][N:6]3[CH:12]2[CH2:17][CH2:16][CH2:15][CH2:14][O:13]2)=[CH:27][C:26]2[C:21](=[CH:22][CH:23]=[CH:24][CH:25]=2)[N:20]=1, predict the reactants needed to synthesize it. (9) Given the product [C:1]([NH:5][S:6]([C:9]1[S:10][C:11]([C:14]2[N:19]=[C:18]([CH:20]3[CH2:22][CH2:21]3)[C:17]([Cl:31])=[C:16]([OH:23])[N:15]=2)=[CH:12][CH:13]=1)(=[O:7])=[O:8])([CH3:4])([CH3:2])[CH3:3], predict the reactants needed to synthesize it. The reactants are: [C:1]([NH:5][S:6]([C:9]1[S:10][C:11]([C:14]2[N:19]=[C:18]([CH:20]3[CH2:22][CH2:21]3)[CH:17]=[C:16]([OH:23])[N:15]=2)=[CH:12][CH:13]=1)(=[O:8])=[O:7])([CH3:4])([CH3:3])[CH3:2].C1C(=O)N([Cl:31])C(=O)C1. (10) Given the product [Br:39][C:7]1[N:8]([C:12]2[CH:13]=[N:14][N:15]([CH2:17][CH3:18])[CH:16]=2)[C:9]2[C:5]([C:6]=1[S:19][C:20]1[C:21]([F:31])=[C:22]([CH:28]=[CH:29][CH:30]=1)[C:23]([O:25][CH2:26][CH3:27])=[O:24])=[CH:4][CH:3]=[C:2]([Cl:1])[C:10]=2[F:11], predict the reactants needed to synthesize it. The reactants are: [Cl:1][C:2]1[C:10]([F:11])=[C:9]2[C:5]([C:6]([S:19][C:20]3[C:21]([F:31])=[C:22]([CH:28]=[CH:29][CH:30]=3)[C:23]([O:25][CH2:26][CH3:27])=[O:24])=[CH:7][N:8]2[C:12]2[CH:13]=[N:14][N:15]([CH2:17][CH3:18])[CH:16]=2)=[CH:4][CH:3]=1.C1C(=O)N([Br:39])C(=O)C1.